From a dataset of Drug-target binding data from BindingDB using Ki measurements. Regression. Given a target protein amino acid sequence and a drug SMILES string, predict the binding affinity score between them. We predict pKi (pKi = -log10(Ki in M); higher means stronger inhibition). Dataset: bindingdb_ki. (1) The drug is CCCc1ncc(C[C@H](NC(=O)[C@H]2CCC(=O)C2)C(=O)N2CCC[C@H]2C(N)=O)[nH]1. The target protein (P34981) has sequence MENETVSELNQTQLQPRAVVALEYQVVTILLVLIICGLGIVGNIMVVLVVMRTKHMRTPTNCYLVSLAVADLMVLVAAGLPNITDSIYGSWVYGYVGCLCITYLQYLGINASSCSITAFTIERYIAICHPIKAQFLCTFSRAKKIIIFVWAFTSLYCMLWFFLLDLNISTYKDAIVISCGYKISRNYYSPIYLMDFGVFYVVPMILATVLYGFIARILFLNPIPSDPKENSKTWKNDSTHQNTNLNVNTSNRCFNSTVSSRKQVTKMLAVVVILFALLWMPYRTLVVVNSFLSSPFQENWFLLFCRICIYLNSAINPVIYNLMSQKFRAAFRKLCNCKQKPTEKPANYSVALNYSVIKESDHFSTELDDITVTDTYLSATKVSFDDTCLASEVSFSQS. The pKi is 4.0. (2) The drug is c1ccc(Sc2ccccc2CN2CCCC2)cc1. The target protein (P58154) has sequence MRRNIFCLACLWIVQACLSLDRADILYNIRQTSRPDVIPTQRDRPVAVSVSLKFINILEVNEITNEVDVVFWQQTTWSDRTLAWNSSHSPDQVSVPISSLWVPDLAAYNAISKPEVLTPQLARVVSDGEVLYMPSIRQRFSCDVSGVDTESGATCRIKIGSWTHHSREISVDPTTENSDDSEYFSQYSRFEILDVTQKKNSVTYSCCPEAYEDVEVSLNFRKKGRSEIL. The pKi is 6.7. (3) The small molecule is CCC(CC)=C(C[C@H](N)C(=O)O)C(=O)O. The target protein (P42261) has sequence MQHIFAFFCTGFLGAVVGANFPNNIQIGGLFPNQQSQEHAAFRFALSQLTEPPKLLPQIDIVNISDSFEMTYRFCSQFSKGVYAIFGFYERRTVNMLTSFCGALHVCFITPSFPVDTSNQFVLQLRPELQDALISIIDHYKWQKFVYIYDADRGLSVLQKVLDTAAEKNWQVTAVNILTTTEEGYRMLFQDLEKKKERLVVVDCESERLNAILGQIIKLEKNGIGYHYILANLGFMDIDLNKFKESGANVTGFQLVNYTDTIPAKIMQQWKNSDARDHTRVDWKRPKYTSALTYDGVKVMAEAFQSLRRQRIDISRRGNAGDCLANPAVPWGQGIDIQRALQQVRFEGLTGNVQFNEKGRRTNYTLHVIEMKHDGIRKIGYWNEDDKFVPAATDAQAGGDNSSVQNRTYIVTTILEDPYVMLKKNANQFEGNDRYEGYCVELAAEIAKHVGYSYRLEIVSDGKYGARDPDTKAWNGMVGELVYGRADVAVAPLTITLVRE.... The pKi is 4.0. (4) The compound is CCOC1Oc2ccccc2C(=O)C1=CNc1cccc(S(N)(=O)=O)c1. The target protein (P19111) has sequence MQGACVLLLLGLHLQLSLGLVPVEEEDPAFWNRQAAQALDVAKKLQPIQTAAKNVILFLGDGMGVPTVTATRILKGQMNGKLGPETPLAMDQFPYVALSKTYNVDRQVPDSAGTATAYLCGVKGNYRTIGVSAAARYNQCKTTRGNEVTSVMNRAKKAGKSVGVVTTTRVQHASPAGAYAHTVNRNWYSDADLPADAQMNGCQDIAAQLVNNMDIDVILGGGRKYMFPVGTPDPEYPDDASVNGVRKRKQNLVQAWQAKHQGAQYVWNRTALLQAADDSSVTHLMGLFEPADMKYNVQQDHTKDPTLQEMTEVALRVVSRNPRGFYLFVEGGRIDHGHHDDKAYMALTEAGMFDNAIAKANELTSELDTLILVTADHSHVFSFGGYTLRGTSIFGLAPSKALDSKSYTSILYGNGPGYALGGGSRPDVNDSTSEDPSYQQQAAVPQASETHGGEDVAVFARGPQAHLVHGVEEETFVAHIMAFAGCVEPYTDCNLPAPTT.... The pKi is 4.5. (5) The target protein (Q721J8) has sequence MKYMITSKGDEKSDLLRLNMIAGFGEYDMEYDDVEPEIVISIGGDGTFLSAFHQYEERLDEIAFIGIHTGHLGFYADWRPAEANKLVKLVAKGEYQKVSYPLLKTTVKYGIGKKEATYLALNESTVKSSGGPFVVDVVINDIHFERFRGDGLCMSTPSGTTAYNKSLGGALMHPSIEAMQLTEMASINNRVYRTIGSPLVFPKHHVVSLQPVNDKDFQISVDHLSILHRDVQEIRYEVSAKKIHFARFKSFPFWRRVHDSFIED. The pKi is 4.7. The compound is Nc1ncnc2c1ncn2[C@@H]1O[C@H](COCC#Cc2nc3c(N)ncnc3n2[C@@H]2O[C@H](CO)C(O)[C@@H]2O)C(O)[C@@H]1O.